From a dataset of Forward reaction prediction with 1.9M reactions from USPTO patents (1976-2016). Predict the product of the given reaction. (1) Given the reactants [C:1]([O:5][C:6](=[O:30])[N:7]([CH2:28][CH3:29])[CH2:8][C:9]1[CH:14]=[C:13]([C:15]([F:18])([F:17])[F:16])[CH:12]=[CH:11][C:10]=1B1OC(C)(C)C(C)(C)O1)([CH3:4])([CH3:3])[CH3:2].[CH2:31]([O:33][C:34](=[O:43])[CH2:35][C:36]1[CH:37]=[N:38][CH:39]=[C:40](Br)[CH:41]=1)[CH3:32], predict the reaction product. The product is: [CH2:31]([O:33][C:34](=[O:43])[CH2:35][C:36]1[CH:37]=[N:38][CH:39]=[C:40]([C:10]2[CH:11]=[CH:12][C:13]([C:15]([F:16])([F:17])[F:18])=[CH:14][C:9]=2[CH2:8][N:7]([C:6]([O:5][C:1]([CH3:3])([CH3:4])[CH3:2])=[O:30])[CH2:28][CH3:29])[CH:41]=1)[CH3:32]. (2) Given the reactants [NH2:1][C:2]1[N:6]([CH3:7])[C:5](=[O:8])[C:4]([C:19]2[CH:24]=[CH:23][C:22]([F:25])=[C:21]([O:26][CH2:27][CH2:28][CH:29]=[C:30]([F:32])[F:31])[CH:20]=2)([C:9]2[CH:14]=[CH:13][C:12]([O:15][CH:16]([F:18])[F:17])=[CH:11][CH:10]=2)[N:3]=1, predict the reaction product. The product is: [NH2:1][C:2]1[N:6]([CH3:7])[C:5](=[O:8])[C@@:4]([C:19]2[CH:24]=[CH:23][C:22]([F:25])=[C:21]([O:26][CH2:27][CH2:28][CH:29]=[C:30]([F:31])[F:32])[CH:20]=2)([C:9]2[CH:14]=[CH:13][C:12]([O:15][CH:16]([F:18])[F:17])=[CH:11][CH:10]=2)[N:3]=1. (3) Given the reactants [NH2:1][C:2]1[CH:9]=[CH:8][C:5]([C:6]#[N:7])=[C:4]([C:10]([F:13])([F:12])[F:11])[CH:3]=1.O.C1(C)C=CC(S(O)(=O)=O)=CC=1.CO.[I:28]N1C(=O)CCC1=O, predict the reaction product. The product is: [NH2:1][C:2]1[C:9]([I:28])=[CH:8][C:5]([C:6]#[N:7])=[C:4]([C:10]([F:11])([F:12])[F:13])[CH:3]=1. (4) Given the reactants C(OP([CH:9]([F:15])[C:10]([O:12][CH2:13][CH3:14])=[O:11])(OCC)=O)C.[Br-].[Mg+2].[Br-].CCN(CC)CC.[CH2:26]([N:33]1[CH2:37][CH2:36][C@@H:35]([NH:38][C:39]2[C:46]([Cl:47])=[CH:45][C:42]([CH:43]=O)=[CH:41][N:40]=2)[CH2:34]1)[C:27]1[CH:32]=[CH:31][CH:30]=[CH:29][CH:28]=1, predict the reaction product. The product is: [CH2:26]([N:33]1[CH2:37][CH2:36][C@@H:35]([NH:38][C:39]2[N:40]=[CH:41][C:42](/[CH:43]=[C:9](\[F:15])/[C:10]([O:12][CH2:13][CH3:14])=[O:11])=[CH:45][C:46]=2[Cl:47])[CH2:34]1)[C:27]1[CH:32]=[CH:31][CH:30]=[CH:29][CH:28]=1.